From a dataset of Peptide-MHC class II binding affinity with 134,281 pairs from IEDB. Regression. Given a peptide amino acid sequence and an MHC pseudo amino acid sequence, predict their binding affinity value. This is MHC class II binding data. The peptide sequence is CEYIPLFSATARRAM. The MHC is DRB1_0301 with pseudo-sequence DRB1_0301. The binding affinity (normalized) is 0.415.